The task is: Predict the product of the given reaction.. This data is from Forward reaction prediction with 1.9M reactions from USPTO patents (1976-2016). (1) Given the reactants Cl[C:2]1[N:7]=[C:6]([C:8]2[C:9]([C:17]3[CH:18]=[CH:19][C:20]([F:34])=[C:21]([NH:23][C:24](=[O:33])[C:25]4[C:30]([F:31])=[CH:29][CH:28]=[CH:27][C:26]=4[F:32])[CH:22]=3)=[N:10][N:11]3[CH:16]=[CH:15][CH:14]=[CH:13][C:12]=23)[CH:5]=[CH:4][N:3]=1.[NH2:35][C:36]1[CH:45]=[C:44]2[CH:39]([CH2:40][CH2:41][N:42]([C:46](=[O:51])[C:47]([F:50])([F:49])[F:48])[CH2:43]2)[CH2:38][CH:37]=1.Cl, predict the reaction product. The product is: [F:32][C:26]1[CH:27]=[CH:28][CH:29]=[C:30]([F:31])[C:25]=1[C:24]([NH:23][C:21]1[CH:22]=[C:17]([C:9]2[C:8]([C:6]3[CH:5]=[CH:4][N:3]=[C:2]([NH:35][C:36]4[CH:45]=[C:44]5[C:39]([CH2:40][CH2:41][N:42]([C:46](=[O:51])[C:47]([F:50])([F:48])[F:49])[CH2:43]5)=[CH:38][CH:37]=4)[N:7]=3)=[C:12]3[CH:13]=[CH:14][CH:15]=[CH:16][N:11]3[N:10]=2)[CH:18]=[CH:19][C:20]=1[F:34])=[O:33]. (2) Given the reactants Cl[C:2]1[CH:7]=[C:6]([C:8]2[CH:13]=[CH:12][N:11]=[CH:10][C:9]=2[Cl:14])[CH:5]=[CH:4][N:3]=1.[NH:15]1[CH2:20][CH2:19][S:18][CH2:17][CH2:16]1.C([O-])([O-])=O.[K+].[K+], predict the reaction product. The product is: [Cl:14][C:9]1[CH:10]=[N:11][CH:12]=[CH:13][C:8]=1[C:6]1[CH:5]=[CH:4][N:3]=[C:2]([N:15]2[CH2:20][CH2:19][S:18][CH2:17][CH2:16]2)[CH:7]=1. (3) Given the reactants [CH3:1][N:2]([CH3:30])[CH:3]1[CH2:8][CH2:7][N:6]([C:9]2[N:14]3[CH:15]=[C:16]([CH2:18][NH:19][C@@H:20]4[C:29]5[N:28]=[CH:27][CH:26]=[CH:25][C:24]=5[CH2:23][CH2:22][CH2:21]4)[N:17]=[C:13]3[CH:12]=[CH:11][CH:10]=2)[CH2:5][CH2:4]1.[CH:31](=O)[CH2:32][CH3:33], predict the reaction product. The product is: [CH3:1][N:2]([CH3:30])[CH:3]1[CH2:8][CH2:7][N:6]([C:9]2[N:14]3[CH:15]=[C:16]([CH2:18][N:19]([CH2:31][CH2:32][CH3:33])[C@@H:20]4[C:29]5[N:28]=[CH:27][CH:26]=[CH:25][C:24]=5[CH2:23][CH2:22][CH2:21]4)[N:17]=[C:13]3[CH:12]=[CH:11][CH:10]=2)[CH2:5][CH2:4]1. (4) Given the reactants Br[C:2]1[CH:7]=[CH:6][C:5]([N+:8]([O-:10])=[O:9])=[CH:4][N:3]=1.[CH3:11][N:12]1[CH2:17][CH2:16][NH:15][CH2:14][CH2:13]1, predict the reaction product. The product is: [CH3:11][N:12]1[CH2:17][CH2:16][N:15]([C:2]2[CH:7]=[CH:6][C:5]([N+:8]([O-:10])=[O:9])=[CH:4][N:3]=2)[CH2:14][CH2:13]1. (5) Given the reactants Br[C:2]1[CH:11]=[N:10][C:9](Cl)=[C:8]2[C:3]=1[CH:4]=[CH:5][CH:6]=[N:7]2.[N:13]1[CH:18]=[C:17](B(O)O)[CH:16]=[CH:15][CH:14]=1.[CH3:22][N:23]1[CH:27]=[CH:26][C:25]([NH2:28])=[N:24]1, predict the reaction product. The product is: [CH3:22][N:23]1[CH:27]=[CH:26][C:25]([NH:28][C:9]2[N:10]=[CH:11][C:2]([C:15]3[CH:14]=[N:13][CH:18]=[CH:17][CH:16]=3)=[C:3]3[C:8]=2[N:7]=[CH:6][CH:5]=[CH:4]3)=[N:24]1. (6) Given the reactants O[C:2](C(F)(F)F)=O.[CH3:8][O:9][C:10](=[O:37])[C@H:11]([CH2:23][C:24]1[CH:29]=[CH:28][C:27]([C:30]2[CH:35]=[CH:34][CH:33]=[CH:32][C:31]=2N)=[CH:26][CH:25]=1)[NH:12][C:13](=[O:22])[C:14]1[C:19]([Cl:20])=[CH:18][CH:17]=[CH:16][C:15]=1[Cl:21].C=O.Cl.[BH3-][C:42]#[N:43].[Na+].C([O-])(O)=O.[Na+], predict the reaction product. The product is: [CH3:8][O:9][C:10](=[O:37])[C@H:11]([CH2:23][C:24]1[CH:29]=[CH:28][C:27]([C:30]2[CH:35]=[CH:34][CH:33]=[CH:32][C:31]=2[N:43]([CH3:42])[CH3:2])=[CH:26][CH:25]=1)[NH:12][C:13](=[O:22])[C:14]1[C:19]([Cl:20])=[CH:18][CH:17]=[CH:16][C:15]=1[Cl:21]. (7) Given the reactants [CH3:1][O:2][C:3]1[CH:4]=[C:5]2[C:10](=[CH:11][C:12]=1[O:13][CH3:14])[N:9]=[CH:8][CH:7]=[C:6]2[O:15][C:16]1[CH:22]=[CH:21][C:19]([NH2:20])=[C:18]([O:23][CH3:24])[CH:17]=1.C(N(CC)CC)C.ClC(Cl)(O[C:36](=[O:42])OC(Cl)(Cl)Cl)Cl.[F:44][C:45]1[CH:50]=[CH:49][C:48]([CH:51]([NH2:53])[CH3:52])=[CH:47][CH:46]=1, predict the reaction product. The product is: [CH3:1][O:2][C:3]1[CH:4]=[C:5]2[C:10](=[CH:11][C:12]=1[O:13][CH3:14])[N:9]=[CH:8][CH:7]=[C:6]2[O:15][C:16]1[CH:22]=[CH:21][C:19]([NH:20][C:36]([NH:53][CH:51]([C:48]2[CH:49]=[CH:50][C:45]([F:44])=[CH:46][CH:47]=2)[CH3:52])=[O:42])=[C:18]([O:23][CH3:24])[CH:17]=1.